This data is from Retrosynthesis with 50K atom-mapped reactions and 10 reaction types from USPTO. The task is: Predict the reactants needed to synthesize the given product. (1) Given the product CCn1ncc2c(C(=O)NCc3c(C)cc(C)[nH]c3=O)cc(C3CC3)nc21, predict the reactants needed to synthesize it. The reactants are: CCn1ncc2c(C(=O)O)cc(C3CC3)nc21.Cc1cc(C)c(CN)c(=O)[nH]1. (2) Given the product C[C@H](Nc1nc(Cl)cc(-c2cncnc2)n1)c1ccc(F)cc1, predict the reactants needed to synthesize it. The reactants are: C[C@H](Nc1nc(Cl)cc(Cl)n1)c1ccc(F)cc1.OB(O)c1cncnc1. (3) Given the product CC1(C)CC(=O)c2c(C(F)(F)F)nn(-c3cc(F)c(C#N)c(N[C@H]4CCC[C@@H]4O)c3)c2C1, predict the reactants needed to synthesize it. The reactants are: CC1(C)CC(=O)c2c(C(F)(F)F)n[nH]c2C1.N#Cc1c(F)cc(Br)cc1N[C@H]1CCC[C@@H]1O.